This data is from Catalyst prediction with 721,799 reactions and 888 catalyst types from USPTO. The task is: Predict which catalyst facilitates the given reaction. (1) Reactant: [N:1]([O-:3])=O.[Na+].[OH:5][CH:6]1[CH2:11][CH2:10][NH:9][CH2:8][CH2:7]1.C(O)(=O)C.C(=O)([O-])[O-].[Na+].[Na+]. Product: [N:1]([N:9]1[CH2:10][CH2:11][CH:6]([OH:5])[CH2:7][CH2:8]1)=[O:3]. The catalyst class is: 6. (2) Product: [Cl:20][C:16]1[CH:15]=[C:14]2[C:19](=[CH:18][CH:17]=1)[C:6](=[O:7])[CH:8]([C:9]([O:11][CH3:12])=[O:10])[CH2:13]2. Reactant: [Cl-].[Al+3].[Cl-].[Cl-].Cl[C:6]([CH:8]([CH2:13][C:14]1[CH:19]=[CH:18][CH:17]=[C:16]([Cl:20])[CH:15]=1)[C:9]([O:11][CH3:12])=[O:10])=[O:7].Cl. The catalyst class is: 26. (3) Reactant: C(O)(=O)C.[Cl:5][C:6]1[CH:7]=[C:8]([C:13]2([C:31]([F:34])([F:33])[F:32])[O:17][N:16]=[C:15]([C:18]3[CH:23]=[CH:22][C:21]([N+:24]([O-])=O)=[C:20]([O:27][CH:28]([F:30])[F:29])[CH:19]=3)[CH2:14]2)[CH:9]=[C:10]([Cl:12])[CH:11]=1. Product: [NH2:24][C:21]1[CH:22]=[CH:23][C:18]([C:15]2[CH2:14][C:13]([C:8]3[CH:7]=[C:6]([Cl:5])[CH:11]=[C:10]([Cl:12])[CH:9]=3)([C:31]([F:33])([F:34])[F:32])[O:17][N:16]=2)=[CH:19][C:20]=1[O:27][CH:28]([F:29])[F:30]. The catalyst class is: 69. (4) Reactant: [NH2:1][C:2]1[CH:7]=[CH:6][C:5]([C:8]#[N:9])=[CH:4][C:3]=1[NH:10][C:11](=O)[C:12]1[CH:17]=[CH:16][C:15]([CH2:18][N:19]([CH2:23][CH2:24][CH3:25])[CH2:20][CH2:21][CH3:22])=[CH:14][CH:13]=1.[H-].[Na+].[CH3:29]I. Product: [CH2:20]([N:19]([CH2:18][C:15]1[CH:16]=[CH:17][C:12]([C:11]2[N:10]([CH3:29])[C:3]3[CH:4]=[C:5]([C:8]#[N:9])[CH:6]=[CH:7][C:2]=3[N:1]=2)=[CH:13][CH:14]=1)[CH2:23][CH2:24][CH3:25])[CH2:21][CH3:22]. The catalyst class is: 1.